From a dataset of Experimentally validated miRNA-target interactions with 360,000+ pairs, plus equal number of negative samples. Binary Classification. Given a miRNA mature sequence and a target amino acid sequence, predict their likelihood of interaction. (1) The miRNA is hsa-miR-711 with sequence GGGACCCAGGGAGAGACGUAAG. The protein sequence of the target gene is MGRKRLITDSYPVVKRREGPAGHSKGELAPELGEEPQPRDEEEAELELLRQFDLAWQYGPCTGITRLQRWCRAKQMGLEPPPEVWQVLKTHPGDPRFQCSLWHLYPL. Result: 0 (no interaction). (2) The miRNA is mmu-miR-376c-3p with sequence AACAUAGAGGAAAUUUCACGU. The protein sequence of the target gene is MTRECPSPAPGPGAPLSGSVLAEAAVVFAVVLSIHATVWDRYSWCAVALAVQAFYVQYKWDRLLQQGSAVFQFRMSANSGLLPASMVMPLLGLVMKERCQTAGNPFFERFGIVVAATGMAVALFSSVLALGITRPVPTNTCVILGLAGGVIIYIMKHSLSVGEVIEVLEVLLIFVYLNMILLYLLPRCFTPGEALLVLGGISFVLNQLIKRSLTLVESQGDPVDFFLLVVVVGMVLMGIFFSTLFVFMDSGTWASSIFFHLMTCVLSLGVVLPWLHRLIRRNPLLWLLQFLFQTDTRIYL.... Result: 0 (no interaction). (3) The miRNA is hsa-miR-1184 with sequence CCUGCAGCGACUUGAUGGCUUCC. The protein sequence of the target gene is MGKVGAGGGSQARLSALLAGAGLLILCAPGVCGGGSCCPSPHPSSAPRSASTPRGFSHQGRPGRAPATPLPLVVRPLFSVAPGDRALSLERARGTGASMAVAARSGRRRRSGADQEKAERGEGASRSPRGVLRDGGQQEPGTRERDPDKATRFRMEELRLTSTTFALTGDSAHNQAMVHWSGHNSSVILILTKLYDYNLGSITESSLWRSTDYGTTYEKLNDKVGLKTILSYLYVCPTNKRKIMLLTDPEIESSLLISSDEGATYQKYRLNFYIQSLLFHPKQEDWILAYSQDQKLYSSA.... Result: 0 (no interaction). (4) The miRNA is hsa-miR-29b-3p with sequence UAGCACCAUUUGAAAUCAGUGUU. The protein sequence of the target gene is MRKHRHLPLVAVFCLFLSGFPTTHAQQQQADVKNGAAADIIFLVDSSWTIGEEHFQLVREFLYDVVKSLAVGENDFHFALVQFNGNPHTEFLLNTYRTKQEVLSHISNMSYIGGTNQTGKGLEYIMQSHLTKAAGSRAGDGVPQVIVVLTDGHSKDGLALPSAELKSADVNVFAIGVEDADEGALKEIASEPLNMHMFNLENFTSLHDIVGNLVSCVHSSVSPERAGDTETLKDITAQDSADIIFLIDGSNNTGSVNFAVILDFLVNLLEKLPIGTQQIRVGVVQFSDEPRTMFSLDTYS.... Result: 1 (interaction). (5) The miRNA is hsa-miR-6849-3p with sequence ACCAGCCUGUGUCCACCUCCAG. The protein sequence of the target gene is MAAPLELSCWGGGWGLPSVHSESLVVMAYAKFSGAPLKVNVIDNTWRGSRGDVPILTTEDDMVSQPAKILNFLRKQKYNADYELSAKQGADTLAYIALLEEKLLPAVLHTFWVESDNYFTVTKPWFASQIPFPLSLILPGRMSKGALNRILLTRGQPPLYHLREVEAQIYRDAKECLNLLSNRLGTSQFFFGDTPSTLDAYVFGFLAPLYKVRFPKVQLQEHLKQLSNLCRFCDDILSSYFRLSLGGISPAGQETVDANLQKLTQLVNKESNLIEKMDDNLRQSPQLPPRKLPTLKLTPA.... Result: 1 (interaction). (6) Result: 0 (no interaction). The miRNA is hsa-miR-1234-3p with sequence UCGGCCUGACCACCCACCCCAC. The protein sequence of the target gene is MGWPPAQKPEDSKEEHGGPAQTDVCATQVSEEFPGSCADEVLSSGSISFSGELQSYSHTSESPVETKTPTTSSEEQDEQSELSLLQKDENKLSEMWINHLKSKEIHSERSQPDRRLPPEIPKESAEELDALQSFCTKKVNLIHQRQDLRAKKSNRPKRLQLRWIAETSEVDAFNCTIPDELWNRIYLENTRATLAYIGAITQHISSQCPSCNSKRAELAQSDFLRRRKTLLQSLLLQEKIDEHLHTTDFLTRVGEAHQGFPRLSDDPRIIWKRLTEKMLKGSSGFGRAYSKQV. (7) The miRNA is hsa-miR-93-5p with sequence CAAAGUGCUGUUCGUGCAGGUAG. The protein sequence of the target gene is MGDVEKGKKIFIMKCSQCHTVEKGGKHKTGPNLHGLFGRKTGQAPGYSYTAANKNKGIIWGEDTLMEYLENPKKYIPGTKMIFVGIKKKEERADLIAYLKKATNE. Result: 1 (interaction).